This data is from Catalyst prediction with 721,799 reactions and 888 catalyst types from USPTO. The task is: Predict which catalyst facilitates the given reaction. (1) Reactant: [F:1][CH:2]([F:30])[C:3]1[C:11]2[C:6](=[CH:7][C:8]([Cl:12])=[CH:9][CH:10]=2)[N:5]([S:13]([C:16]2[CH:21]=[CH:20][C:19]([O:22][CH3:23])=[C:18]([N:24]3[CH2:29][CH2:28][NH:27][CH2:26][CH2:25]3)[CH:17]=2)(=[O:15])=[O:14])[CH:4]=1.C([BH3-])#N.[Na+].C(O)(=O)C.[O:39]1[CH2:42][C:41](=O)[CH2:40]1. Product: [Cl:12][C:8]1[CH:7]=[C:6]2[C:11]([C:3]([CH:2]([F:1])[F:30])=[CH:4][N:5]2[S:13]([C:16]2[CH:21]=[CH:20][C:19]([O:22][CH3:23])=[C:18]([N:24]3[CH2:29][CH2:28][N:27]([CH:41]4[CH2:42][O:39][CH2:40]4)[CH2:26][CH2:25]3)[CH:17]=2)(=[O:15])=[O:14])=[CH:10][CH:9]=1. The catalyst class is: 5. (2) Reactant: Cl[C:2]1[C:11]2[C:6](=[CH:7][C:8]([C:14]3[C:15]([CH3:20])=[N:16][O:17][C:18]=3[CH3:19])=[C:9]([O:12][CH3:13])[CH:10]=2)[N:5]=[CH:4][C:3]=1[N+:21]([O-:23])=[O:22].[NH2:24][CH2:25][C:26]1[CH:31]=[CH:30][CH:29]=[CH:28][N:27]=1. Product: [CH3:20][C:15]1[C:14]([C:8]2[CH:7]=[C:6]3[C:11]([C:2]([NH:24][CH2:25][C:26]4[CH:31]=[CH:30][CH:29]=[CH:28][N:27]=4)=[C:3]([N+:21]([O-:23])=[O:22])[CH:4]=[N:5]3)=[CH:10][C:9]=2[O:12][CH3:13])=[C:18]([CH3:19])[O:17][N:16]=1. The catalyst class is: 23. (3) Reactant: CN(C)C=O.[CH3:6][C:7]1[CH:15]=[C:14]2[C:10]([CH2:11][C:12](=[N:17][OH:18])[C:13]2=[O:16])=[CH:9][CH:8]=1.N1C=CN=C1.[Si:24](Cl)([C:27]([CH3:30])([CH3:29])[CH3:28])([CH3:26])[CH3:25]. Product: [Si:24]([O:18][N:17]=[C:12]1[CH2:11][C:10]2[C:14](=[CH:15][C:7]([CH3:6])=[CH:8][CH:9]=2)[C:13]1=[O:16])([C:27]([CH3:30])([CH3:29])[CH3:28])([CH3:26])[CH3:25]. The catalyst class is: 6. (4) Reactant: C[O:2][C:3](=[O:34])[CH2:4][C:5]1[CH:10]=[C:9]([O:11][CH3:12])[C:8]([O:13][CH3:14])=[CH:7][C:6]=1[S:15]([N:18]1[CH2:23][CH2:22][N:21]([C:24]2[CH:29]=[CH:28][C:27]([C:30]([F:33])([F:32])[F:31])=[CH:26][N:25]=2)[CH2:20][CH2:19]1)(=[O:17])=[O:16].O1CCCC1.[OH-].[Li+].Cl. Product: [CH3:14][O:13][C:8]1[C:9]([O:11][CH3:12])=[CH:10][C:5]([CH2:4][C:3]([OH:34])=[O:2])=[C:6]([S:15]([N:18]2[CH2:23][CH2:22][N:21]([C:24]3[CH:29]=[CH:28][C:27]([C:30]([F:31])([F:33])[F:32])=[CH:26][N:25]=3)[CH2:20][CH2:19]2)(=[O:16])=[O:17])[CH:7]=1. The catalyst class is: 24.